From a dataset of Full USPTO retrosynthesis dataset with 1.9M reactions from patents (1976-2016). Predict the reactants needed to synthesize the given product. (1) Given the product [F:26][C:27]([F:32])([F:31])[C:28]([O-:30])=[O:29].[C:1]([NH:4][C:5]1[S:20][C:8]2[CH2:9][NH2+:10][CH2:11][CH2:12][C:7]=2[C:6]=1[C:21]1[N:22]=[N:23][NH:24][N:25]=1)(=[O:3])[CH3:2], predict the reactants needed to synthesize it. The reactants are: [C:1]([NH:4][C:5]1[S:20][C:8]2[CH2:9][N:10](C(OC(C)(C)C)=O)[CH2:11][CH2:12][C:7]=2[C:6]=1[C:21]1[N:22]=[N:23][NH:24][N:25]=1)(=[O:3])[CH3:2].[F:26][C:27]([F:32])([F:31])[C:28]([OH:30])=[O:29]. (2) Given the product [Cl:1][C:2]1[CH:3]=[C:4]([CH:23]=[CH:24][CH:25]=1)[O:5][CH:6]1[CH2:11][CH2:10][N:9]([S:12]([C:15]2[C:16]([CH3:22])=[N:17][N:18]([CH3:21])[C:19]=2[CH3:20])(=[O:13])=[O:14])[CH2:8][CH2:7]1, predict the reactants needed to synthesize it. The reactants are: [Cl:1][C:2]1[CH:3]=[C:4]([CH:23]=[CH:24][C:25]=1Cl)[O:5][CH:6]1[CH2:11][CH2:10][N:9]([S:12]([C:15]2[C:16]([CH3:22])=[N:17][N:18]([CH3:21])[C:19]=2[CH3:20])(=[O:14])=[O:13])[CH2:8][CH2:7]1.CN1C(C)=C(S(Cl)(=O)=O)C(C)=N1.Cl.ClC1C=C(C=CC=1)OC1CCNCC1. (3) Given the product [CH3:15][O:14][C:11]1[C:12](=[O:13])[C:7]([C:5]2[N:38]([C:34]3[CH:35]=[CH:36][CH:37]=[C:32]([C:31]([F:40])([F:41])[F:30])[CH:33]=3)[N:39]=[CH:3][CH:4]=2)=[N:8][N:9]([C:16]2[CH:21]=[CH:20][C:19]([N:22]3[CH:26]=[CH:25][CH:24]=[N:23]3)=[CH:18][C:17]=2[O:27][CH3:28])[CH:10]=1, predict the reactants needed to synthesize it. The reactants are: CN(C)[CH:3]=[CH:4][C:5]([C:7]1[C:12](=[O:13])[C:11]([O:14][CH3:15])=[CH:10][N:9]([C:16]2[CH:21]=[CH:20][C:19]([N:22]3[CH:26]=[CH:25][CH:24]=[N:23]3)=[CH:18][C:17]=2[O:27][CH3:28])[N:8]=1)=O.[F:30][C:31]([F:41])([F:40])[C:32]1[CH:33]=[C:34]([NH:38][NH2:39])[CH:35]=[CH:36][CH:37]=1.C(O)(C(F)(F)F)=O. (4) Given the product [Cl:1][C:2]1[N:7]=[C:6]([O:9][C:10]2[CH:42]=[CH:41][CH:40]=[CH:39][C:11]=2[CH2:12][NH:13][C:14]([NH:16][C:17]2[N:21]([C:22]3[CH:27]=[CH:26][CH:25]=[C:24]([S:28]([C:31]([F:32])([F:33])[F:34])(=[O:30])=[O:29])[CH:23]=3)[N:20]=[C:19]([C:35]([CH3:37])([CH3:38])[CH3:36])[CH:18]=2)=[O:15])[CH:5]=[CH:4][N:3]=1, predict the reactants needed to synthesize it. The reactants are: [Cl:1][C:2]1[N:7]=[C:6](Cl)[CH:5]=[CH:4][N:3]=1.[OH:9][C:10]1[CH:42]=[CH:41][CH:40]=[CH:39][C:11]=1[CH2:12][NH:13][C:14]([NH:16][C:17]1[N:21]([C:22]2[CH:27]=[CH:26][CH:25]=[C:24]([S:28]([C:31]([F:34])([F:33])[F:32])(=[O:30])=[O:29])[CH:23]=2)[N:20]=[C:19]([C:35]([CH3:38])([CH3:37])[CH3:36])[CH:18]=1)=[O:15].[OH-].[Na+].[Cl-].[NH4+]. (5) Given the product [CH3:24][C:23]1[CH:22]=[C:21]([CH3:25])[NH:20][C:19](=[O:26])[C:18]=1[CH2:17][NH:16][C:14]([C:4]1[C:5]2[CH:6]=[N:7][N:8]([CH:11]([CH3:13])[CH3:12])[C:9]=2[CH:10]=[C:2]([C:35]2[CH:36]=[CH:37][C:38]([CH2:39][N:40]3[CH2:45][CH2:44][O:43][CH2:42][CH2:41]3)=[CH:46][CH:47]=2)[CH:3]=1)=[O:15], predict the reactants needed to synthesize it. The reactants are: Br[C:2]1[CH:3]=[C:4]([C:14]([NH:16][CH2:17][C:18]2[C:19](=[O:26])[NH:20][C:21]([CH3:25])=[CH:22][C:23]=2[CH3:24])=[O:15])[C:5]2[CH:6]=[N:7][N:8]([CH:11]([CH3:13])[CH3:12])[C:9]=2[CH:10]=1.CC1(C)C(C)(C)OB([C:35]2[CH:47]=[CH:46][C:38]([CH2:39][N:40]3[CH2:45][CH2:44][O:43][CH2:42][CH2:41]3)=[CH:37][CH:36]=2)O1.C([O-])([O-])=O.[Na+].[Na+].CCOC(C)=O. (6) Given the product [F:32][C:29]([F:31])([F:30])[C:27]1[CH:26]=[C:5]([CH:4]=[C:3]([C:2]([F:1])([F:33])[F:34])[CH:28]=1)[C:6]([N:8]1[CH2:9][CH2:10][C:11]2([N:15]([C:16]3[CH:21]=[CH:20][CH:19]=[CH:18][C:17]=3[Cl:22])[CH2:14][N:13]([CH2:37][CH2:38][N:39]([CH3:41])[CH3:40])[C:12]2=[O:23])[CH2:24][CH2:25]1)=[O:7], predict the reactants needed to synthesize it. The reactants are: [F:1][C:2]([F:34])([F:33])[C:3]1[CH:4]=[C:5]([CH:26]=[C:27]([C:29]([F:32])([F:31])[F:30])[CH:28]=1)[C:6]([N:8]1[CH2:25][CH2:24][C:11]2([N:15]([C:16]3[CH:21]=[CH:20][CH:19]=[CH:18][C:17]=3[Cl:22])[CH2:14][NH:13][C:12]2=[O:23])[CH2:10][CH2:9]1)=[O:7].Cl.Cl[CH2:37][CH2:38][N:39]([CH3:41])[CH3:40]. (7) Given the product [C:18]([O:17][C:15]([N:12]1[C:13]2[C:9](=[C:8]([CH2:22][CH2:23][C:24]([OH:27])([CH3:26])[CH3:25])[CH:7]=[C:6]([CH2:4][OH:3])[CH:14]=2)[CH:10]=[CH:11]1)=[O:16])([CH3:21])([CH3:20])[CH3:19], predict the reactants needed to synthesize it. The reactants are: C([O:3][C:4]([C:6]1[CH:14]=[C:13]2[C:9]([CH:10]=[CH:11][N:12]2[C:15]([O:17][C:18]([CH3:21])([CH3:20])[CH3:19])=[O:16])=[C:8]([CH2:22][CH2:23][C:24]([OH:27])([CH3:26])[CH3:25])[CH:7]=1)=O)C.[H-].C([Al+]CC(C)C)C(C)C.